From a dataset of Peptide-MHC class II binding affinity with 134,281 pairs from IEDB. Regression. Given a peptide amino acid sequence and an MHC pseudo amino acid sequence, predict their binding affinity value. This is MHC class II binding data. (1) The peptide sequence is GKAKGSRAIWYMWLG. The MHC is DRB3_0301 with pseudo-sequence DRB3_0301. The binding affinity (normalized) is 0.619. (2) The peptide sequence is ILNTWLVKPGAGIMI. The MHC is HLA-DQA10104-DQB10503 with pseudo-sequence HLA-DQA10104-DQB10503. The binding affinity (normalized) is 0.351. (3) The peptide sequence is SSGPNELGRFKHT. The MHC is DRB1_0701 with pseudo-sequence DRB1_0701. The binding affinity (normalized) is 0. (4) The peptide sequence is EGKIILVAVHVASGYIE. The MHC is DRB1_0401 with pseudo-sequence DRB1_0401. The binding affinity (normalized) is 0.813. (5) The binding affinity (normalized) is 0. The MHC is HLA-DQA10102-DQB10604 with pseudo-sequence HLA-DQA10102-DQB10604. The peptide sequence is HLCGDHLVEAL. (6) The peptide sequence is GFVGLCRTLGSKCVR. The MHC is DRB1_0701 with pseudo-sequence DRB1_0701. The binding affinity (normalized) is 0.492. (7) The peptide sequence is TLEVHAVKPAAEEVK. The MHC is HLA-DQA10102-DQB10502 with pseudo-sequence HLA-DQA10102-DQB10502. The binding affinity (normalized) is 0.456. (8) The peptide sequence is EAKYWCPDSMEYNCP. The MHC is HLA-DQA10103-DQB10603 with pseudo-sequence HLA-DQA10103-DQB10603. The binding affinity (normalized) is 0. (9) The peptide sequence is ALSAEYAAVAQELSV. The MHC is DRB3_0101 with pseudo-sequence DRB3_0101. The binding affinity (normalized) is 0.409.